This data is from TCR-epitope binding with 47,182 pairs between 192 epitopes and 23,139 TCRs. The task is: Binary Classification. Given a T-cell receptor sequence (or CDR3 region) and an epitope sequence, predict whether binding occurs between them. (1) The epitope is GILGFVFTL. The TCR CDR3 sequence is CASSIVGGIAYNEQFF. Result: 1 (the TCR binds to the epitope). (2) The epitope is KLPDDFTGCV. The TCR CDR3 sequence is CASSYGSNSLNTEAFF. Result: 1 (the TCR binds to the epitope). (3) Result: 1 (the TCR binds to the epitope). The TCR CDR3 sequence is CASSSGDRGPASNQPQHF. The epitope is EEHVQIHTI. (4) The epitope is SSNVANYQK. The TCR CDR3 sequence is CASSLGQANYGYTF. Result: 1 (the TCR binds to the epitope). (5) The epitope is YLQPRTFLL. The TCR CDR3 sequence is CSARTGDDWNTGELFF. Result: 1 (the TCR binds to the epitope).